Dataset: Forward reaction prediction with 1.9M reactions from USPTO patents (1976-2016). Task: Predict the product of the given reaction. Given the reactants Cl[C:2]1[C:3]([CH:5]=[C:6]([NH:10][C:11]2[C:20]3[C:15](=[CH:16][C:17]([O:23][CH2:24][CH2:25][O:26][CH3:27])=[C:18]([O:21][CH3:22])[CH:19]=3)[N:14]=[CH:13][N:12]=2)[C:7](=[O:9])[CH:8]=1)=[O:4].[CH3:28][C:29]1[CH:34]=[CH:33][CH:32]=[CH:31][C:30]=1[OH:35].C(=O)([O-])[O-].[K+].[K+], predict the reaction product. The product is: [CH3:22][O:21][C:18]1[CH:19]=[C:20]2[C:15](=[CH:16][C:17]=1[O:23][CH2:24][CH2:25][O:26][CH3:27])[N:14]=[CH:13][N:12]=[C:11]2[NH:10][C:6]1[C:7]([CH:8]=[C:2]([O:35][C:30]2[CH:31]=[CH:32][CH:33]=[CH:34][C:29]=2[CH3:28])[C:3](=[O:4])[CH:5]=1)=[O:9].